Task: Predict the reactants needed to synthesize the given product.. Dataset: Full USPTO retrosynthesis dataset with 1.9M reactions from patents (1976-2016) (1) Given the product [OH:13][CH2:12][CH2:11][NH:10][C:8](=[O:9])[C:7]1[CH:14]=[C:15]([N+:18]([O-:20])=[O:19])[CH:16]=[CH:17][C:6]=1[O:2][CH3:1], predict the reactants needed to synthesize it. The reactants are: [CH3:1][O-:2].[Na+].[Na].Cl[C:6]1[CH:17]=[CH:16][C:15]([N+:18]([O-:20])=[O:19])=[CH:14][C:7]=1[C:8]([NH:10][CH2:11][CH2:12][OH:13])=[O:9]. (2) Given the product [Cl:9][C:10]1[N:11]=[CH:12][C:13]2[C:18]([I:19])=[CH:17][N:16]([C:20]([CH3:25])([CH3:24])[CH2:21][OH:22])[C:14]=2[N:15]=1, predict the reactants needed to synthesize it. The reactants are: ClC(OCC(C)C)=O.[Cl:9][C:10]1[N:11]=[CH:12][C:13]2[C:18]([I:19])=[CH:17][N:16]([C:20]([CH3:25])([CH3:24])[C:21](O)=[O:22])[C:14]=2[N:15]=1.C(N(CC)CC)C.[BH4-].[Na+]. (3) Given the product [C:9]([O:8][CH2:7][CH:6]([CH2:12][CH:13]([Br:37])[C:14]1[O:15][C:16]([Br:29])=[C:17]([C:19]2[CH:24]=[CH:23][C:22]([C:25]([F:26])([F:27])[F:28])=[CH:21][CH:20]=2)[N:18]=1)[CH2:5][O:4][C:1](=[O:3])[CH3:2])(=[O:11])[CH3:10], predict the reactants needed to synthesize it. The reactants are: [C:1]([O:4][CH2:5][CH:6]([CH2:12][CH2:13][C:14]1[O:15][C:16]([Br:29])=[C:17]([C:19]2[CH:24]=[CH:23][C:22]([C:25]([F:28])([F:27])[F:26])=[CH:21][CH:20]=2)[N:18]=1)[CH2:7][O:8][C:9](=[O:11])[CH3:10])(=[O:3])[CH3:2].C1C(=O)N([Br:37])C(=O)C1.O. (4) Given the product [F:19][C:18]([F:21])([F:20])[CH2:17][O:1][C:2]1[CH:3]=[C:4]2[C:9](=[CH:10][CH:11]=1)[C:8](=[O:12])[CH2:7][CH2:6][CH2:5]2, predict the reactants needed to synthesize it. The reactants are: [OH:1][C:2]1[CH:3]=[C:4]2[C:9](=[CH:10][CH:11]=1)[C:8](=[O:12])[CH2:7][CH2:6][CH2:5]2.S(C1C=CC(C)=CC=1)(O[CH2:17][C:18]([F:21])([F:20])[F:19])(=O)=O.C(=O)([O-])[O-].[K+].[K+]. (5) Given the product [F:21][C:16]1[CH:15]=[C:14]([C@H:9]([NH:8][C:6](=[O:7])[O:5][C:1]([CH3:2])([CH3:3])[CH3:4])[CH2:10][C:11]([CH:29]2[C:30](=[O:31])[N:25]([CH:22]([CH3:23])[CH3:24])[C:26](=[O:33])[NH:27][C:28]2=[O:32])=[O:13])[CH:19]=[CH:18][C:17]=1[F:20], predict the reactants needed to synthesize it. The reactants are: [C:1]([O:5][C:6]([NH:8][C@@H:9]([C:14]1[CH:19]=[CH:18][C:17]([F:20])=[C:16]([F:21])[CH:15]=1)[CH2:10][C:11]([OH:13])=O)=[O:7])([CH3:4])([CH3:3])[CH3:2].[CH:22]([N:25]1[C:30](=[O:31])[CH2:29][C:28](=[O:32])[NH:27][C:26]1=[O:33])([CH3:24])[CH3:23].C(N(CC)CC)C.CCN=C=NCCCN(C)C.C1C=CC2N(O)N=NC=2C=1. (6) Given the product [F:1][C:2]1[CH:3]=[C:4]([C:9]2[CH:14]=[CH:13][C:12](=[O:15])[N:11]([CH2:16][C:17]3[CH:18]=[C:19]4[C:23](=[CH:24][CH:25]=3)[NH:22][N:21]=[C:20]4[C:26]3[N:27]=[N:28][N:29]([C:31]4[CH:39]=[CH:38][C:34]([C:35]([N:52]5[CH2:57][CH2:56][O:55][CH2:54][CH2:53]5)=[O:36])=[CH:33][CH:32]=4)[CH:30]=3)[N:10]=2)[CH:5]=[C:6]([F:8])[CH:7]=1, predict the reactants needed to synthesize it. The reactants are: [F:1][C:2]1[CH:3]=[C:4]([C:9]2[CH:14]=[CH:13][C:12](=[O:15])[N:11]([CH2:16][C:17]3[CH:18]=[C:19]4[C:23](=[CH:24][CH:25]=3)[NH:22][N:21]=[C:20]4[C:26]3[N:27]=[N:28][N:29]([C:31]4[CH:39]=[CH:38][C:34]([C:35](O)=[O:36])=[CH:33][CH:32]=4)[CH:30]=3)[N:10]=2)[CH:5]=[C:6]([F:8])[CH:7]=1.C(N1C=CN=C1)(N1C=CN=C1)=O.[NH:52]1[CH2:57][CH2:56][O:55][CH2:54][CH2:53]1.Cl.